Dataset: TCR-epitope binding with 47,182 pairs between 192 epitopes and 23,139 TCRs. Task: Binary Classification. Given a T-cell receptor sequence (or CDR3 region) and an epitope sequence, predict whether binding occurs between them. (1) The epitope is KMKDLSPRW. The TCR CDR3 sequence is CASSLLTSGSSDTQYF. Result: 0 (the TCR does not bind to the epitope). (2) The epitope is SQASSRSSSR. The TCR CDR3 sequence is CASSSLTSGRGTGELFF. Result: 0 (the TCR does not bind to the epitope). (3) The epitope is LPRRSGAAGA. The TCR CDR3 sequence is CASSLMGASGIDGQFF. Result: 0 (the TCR does not bind to the epitope). (4) The epitope is RLFRKSNLK. The TCR CDR3 sequence is CASSQGTYSNQETQYF. Result: 0 (the TCR does not bind to the epitope).